Dataset: NCI-60 drug combinations with 297,098 pairs across 59 cell lines. Task: Regression. Given two drug SMILES strings and cell line genomic features, predict the synergy score measuring deviation from expected non-interaction effect. (1) Synergy scores: CSS=43.1, Synergy_ZIP=9.83, Synergy_Bliss=14.8, Synergy_Loewe=-32.1, Synergy_HSA=11.0. Drug 2: CC1=C2C(C(=O)C3(C(CC4C(C3C(C(C2(C)C)(CC1OC(=O)C(C(C5=CC=CC=C5)NC(=O)OC(C)(C)C)O)O)OC(=O)C6=CC=CC=C6)(CO4)OC(=O)C)O)C)O. Cell line: DU-145. Drug 1: CC1=CC2C(CCC3(C2CCC3(C(=O)C)OC(=O)C)C)C4(C1=CC(=O)CC4)C. (2) Drug 1: C1=CC(=CC=C1CC(C(=O)O)N)N(CCCl)CCCl.Cl. Drug 2: C1C(C(OC1N2C=C(C(=O)NC2=O)F)CO)O. Cell line: SK-OV-3. Synergy scores: CSS=48.5, Synergy_ZIP=6.38, Synergy_Bliss=3.53, Synergy_Loewe=-8.53, Synergy_HSA=4.62.